This data is from Catalyst prediction with 721,799 reactions and 888 catalyst types from USPTO. The task is: Predict which catalyst facilitates the given reaction. (1) Reactant: Cl[C:2]1[C:7]([C:8]([NH:10][C:11]2[CH:16]=[CH:15][C:14]([O:17][CH3:18])=[CH:13][CH:12]=2)=[O:9])=[CH:6][CH:5]=[CH:4][N:3]=1.[N:19]1[CH:24]=[CH:23][C:22]([N:25]2[CH2:30][CH2:29][CH:28]([CH2:31][NH2:32])[CH2:27][CH2:26]2)=[CH:21][CH:20]=1.C(N(CC)CC)C. Product: [CH3:18][O:17][C:14]1[CH:15]=[CH:16][C:11]([NH:10][C:8]([C:7]2[C:2]([NH:32][CH2:31][CH:28]3[CH2:27][CH2:26][N:25]([C:22]4[CH:23]=[CH:24][N:19]=[CH:20][CH:21]=4)[CH2:30][CH2:29]3)=[N:3][CH:4]=[CH:5][CH:6]=2)=[O:9])=[CH:12][CH:13]=1. The catalyst class is: 8. (2) Reactant: ClC(Cl)(O[C:5](=[O:11])OC(Cl)(Cl)Cl)Cl.C([N:15](CC)CC)C.[O:20]1[CH2:24][CH2:23][CH2:22][CH2:21]1. Product: [O:20]1[CH2:24][CH2:23][CH2:22][CH2:21]1.[N-:15]=[C:5]=[O:11].[CH3:22][CH2:21][O:20][CH2:24][CH3:23]. The catalyst class is: 28. (3) Reactant: [F-].C([N+](CCCC)(CCCC)CCCC)CCC.[Si]([O:26][CH2:27][C:28]1[CH:33]=[C:32]([O:34][CH2:35][O:36][CH3:37])[C:31]([C:38]([O:40][CH3:41])=[O:39])=[C:30]([O:42][CH2:43][O:44][CH3:45])[CH:29]=1)(C(C)(C)C)(C)C.O. Product: [CH3:45][O:44][CH2:43][O:42][C:30]1[CH:29]=[C:28]([CH:33]=[C:32]([O:34][CH2:35][O:36][CH3:37])[C:31]=1[C:38]([O:40][CH3:41])=[O:39])[CH2:27][OH:26]. The catalyst class is: 7. (4) Reactant: [CH3:1][C:2]1[CH:10]=[CH:9][C:8]2[NH:7][C:6]3[CH2:11][CH2:12][N:13]([CH2:15][CH2:16][CH2:17][OH:18])[CH2:14][C:5]=3[C:4]=2[CH:3]=1.[H-].[Na+].[O:21]1[CH2:23][CH:22]1[C:24]1[CH:29]=[CH:28][N:27]=[CH:26][CH:25]=1. Product: [OH:21][CH:22]([C:24]1[CH:29]=[CH:28][N:27]=[CH:26][CH:25]=1)[CH2:23][N:7]1[C:8]2[CH:9]=[CH:10][C:2]([CH3:1])=[CH:3][C:4]=2[C:5]2[CH2:14][N:13]([CH2:15][CH2:16][CH2:17][OH:18])[CH2:12][CH2:11][C:6]1=2. The catalyst class is: 3. (5) Reactant: [NH:1]1[CH:5]=[CH:4][N:3]=[CH:2]1.[C:6]([O:10][CH3:11])(=[O:9])[CH:7]=[CH2:8]. Product: [N:1]1([CH2:8][CH2:7][C:6]([O:10][CH3:11])=[O:9])[CH:5]=[CH:4][N:3]=[CH:2]1. The catalyst class is: 10. (6) Reactant: [CH2:1]([NH:8][C:9]([C:11]1[CH:15]=[CH:14][S:13][C:12]=1[NH:16][C:17](=O)[CH2:18][CH2:19][CH3:20])=[O:10])[C:2]1[CH:7]=[CH:6][CH:5]=[CH:4][CH:3]=1.[OH-].[Na+]. Product: [CH2:1]([N:8]1[C:9](=[O:10])[C:11]2[CH:15]=[CH:14][S:13][C:12]=2[N:16]=[C:17]1[CH2:18][CH2:19][CH3:20])[C:2]1[CH:7]=[CH:6][CH:5]=[CH:4][CH:3]=1. The catalyst class is: 196. (7) Reactant: C1C=CN=CC=1.F.[Si]([O:15][CH2:16][C:17]1[CH:18]=[C:19]2[C:24](=[N:25][C:26]=1[CH:27]([O:30][CH3:31])[O:28][CH3:29])[N:23]([C:32]([NH:34][C:35]1[CH:40]=[C:39]([NH:41][CH2:42][CH2:43][O:44][CH3:45])[C:38]([C:46]#[N:47])=[CH:37][N:36]=1)=[O:33])[CH2:22][CH2:21][CH2:20]2)(C(C)(C)C)(C)C. Product: [C:46]([C:38]1[C:39]([NH:41][CH2:42][CH2:43][O:44][CH3:45])=[CH:40][C:35]([NH:34][C:32]([N:23]2[C:24]3[C:19](=[CH:18][C:17]([CH2:16][OH:15])=[C:26]([CH:27]([O:30][CH3:31])[O:28][CH3:29])[N:25]=3)[CH2:20][CH2:21][CH2:22]2)=[O:33])=[N:36][CH:37]=1)#[N:47]. The catalyst class is: 1.